Task: Predict which catalyst facilitates the given reaction.. Dataset: Catalyst prediction with 721,799 reactions and 888 catalyst types from USPTO (1) Reactant: [O:1]1[CH2:6][CH2:5][CH2:4][O:3][CH:2]1[C:7]1[C:16]2[C:11](=[CH:12][CH:13]=[CH:14][CH:15]=2)[CH:10]=[C:9]([C:17](N(OC)C)=[O:18])[CH:8]=1.[CH:23]1([Mg]Br)[CH2:25][CH2:24]1.[Cl-].[NH4+]. Product: [CH:23]1([C:17]([C:9]2[CH:8]=[C:7]([CH:2]3[O:3][CH2:4][CH2:5][CH2:6][O:1]3)[C:16]3[C:11](=[CH:12][CH:13]=[CH:14][CH:15]=3)[CH:10]=2)=[O:18])[CH2:25][CH2:24]1. The catalyst class is: 7. (2) Reactant: [CH2:1]1[C:9]2[C:4](=[CH:5][CH:6]=[CH:7][CH:8]=2)[CH2:3][CH:2]1[O:10][C:11]1[CH:12]=[C:13]([C:19]2[CH2:23][C@:22]([CH2:28][C:29](OC)=[O:30])([C:24](OC)=[O:25])[O:21][N:20]=2)[CH:14]=[CH:15][C:16]=1[O:17][CH3:18].[H-].[Al+3].[Li+].[H-].[H-].[H-]. Product: [CH2:1]1[C:9]2[C:4](=[CH:5][CH:6]=[CH:7][CH:8]=2)[CH2:3][CH:2]1[O:10][C:11]1[CH:12]=[C:13]([C:19]2[CH2:23][C@:22]([CH2:28][CH2:29][OH:30])([CH2:24][OH:25])[O:21][N:20]=2)[CH:14]=[CH:15][C:16]=1[O:17][CH3:18]. The catalyst class is: 7. (3) Reactant: Cl.[CH2:2]([C:4]1[CH:8]=[C:7]([CH2:9][CH3:10])[N:6]([CH2:11][C@H:12]2[CH2:17][CH2:16][C@H:15]([NH2:18])[CH2:14][CH2:13]2)[N:5]=1)[CH3:3].C(N(CC)CC)C.[Cl:26][C:27]1[CH:28]=[N:29][C:30]([CH3:36])=[C:31]([CH:35]=1)[C:32](Cl)=[O:33]. Product: [Cl:26][C:27]1[CH:28]=[N:29][C:30]([CH3:36])=[C:31]([CH:35]=1)[C:32]([NH:18][C@H:15]1[CH2:14][CH2:13][C@H:12]([CH2:11][N:6]2[C:7]([CH2:9][CH3:10])=[CH:8][C:4]([CH2:2][CH3:3])=[N:5]2)[CH2:17][CH2:16]1)=[O:33]. The catalyst class is: 2.